From a dataset of CYP3A4 inhibition data for predicting drug metabolism from PubChem BioAssay. Regression/Classification. Given a drug SMILES string, predict its absorption, distribution, metabolism, or excretion properties. Task type varies by dataset: regression for continuous measurements (e.g., permeability, clearance, half-life) or binary classification for categorical outcomes (e.g., BBB penetration, CYP inhibition). Dataset: cyp3a4_veith. (1) The molecule is COC(=O)C1=C(C)NC(C)=C([N+](=O)[O-])[C@H]1c1ccccc1C(F)(F)F. The result is 1 (inhibitor). (2) The drug is c1cncc(-c2nccc(-n3ccnc3)n2)c1. The result is 1 (inhibitor). (3) The result is 1 (inhibitor). The molecule is COc1ccccc1NC(=S)NCCc1ccccc1. (4) The molecule is CCc1n[nH]c(=S)n1/N=C/c1ccc2c(c1)OCO2. The result is 1 (inhibitor). (5) The molecule is CC(=O)c1sc(N)c(C(=O)OC(C)C)c1C. The result is 0 (non-inhibitor). (6) The compound is Cn1c2c(c(=O)n(C)c1=O)CN(CCN1CCNCC1)CN2. The result is 0 (non-inhibitor). (7) The molecule is Cc1cccc(C)c1NC(=O)COc1cccc(/C=N/NC(=O)C(=O)NCc2ccccc2)c1. The result is 0 (non-inhibitor).